This data is from Full USPTO retrosynthesis dataset with 1.9M reactions from patents (1976-2016). The task is: Predict the reactants needed to synthesize the given product. (1) Given the product [Br:29][C:19]1[CH:20]=[C:7]2[C:6]([CH3:24])([CH3:23])[C:5]3[CH:25]=[CH:26][CH:27]=[C:3]4[C:2]([CH3:28])([CH3:1])[C:11]5[C:10]6[N:9]([C:4]=34)[C:8]2=[C:17]([C:16]([CH3:21])([CH3:22])[C:15]=6[CH:14]=[CH:13][CH:12]=5)[CH:18]=1, predict the reactants needed to synthesize it. The reactants are: [CH3:1][C:2]1([CH3:28])[C:11]2=[CH:12][CH:13]=[CH:14][C:15]3[C:16]([CH3:22])([CH3:21])[C:17]4[CH:18]=[CH:19][CH:20]=[C:7]5[C:8]=4[N:9]([C:10]=32)[C:4]2[C:5](=[CH:25][CH:26]=[CH:27][C:3]1=2)[C:6]5([CH3:24])[CH3:23].[Br:29]N1C(=O)CCC1=O. (2) Given the product [CH3:1][CH:2]([CH2:24][N:25]1[CH2:30][CH2:29][N:28]([C:31]2[CH:36]=[CH:35][C:34]([C:37]([F:40])([F:39])[F:38])=[CH:33][CH:32]=2)[CH2:27][CH2:26]1)[C:3]([N:5]1[CH2:10][CH2:9][CH:8]([NH:11][C:12]2[CH:19]=[CH:18][C:15]([C:16]#[N:17])=[C:14]([C:20]([F:23])([F:22])[F:21])[CH:13]=2)[CH2:7][CH2:6]1)=[S:50], predict the reactants needed to synthesize it. The reactants are: [CH3:1][CH:2]([CH2:24][N:25]1[CH2:30][CH2:29][N:28]([C:31]2[CH:36]=[CH:35][C:34]([C:37]([F:40])([F:39])[F:38])=[CH:33][CH:32]=2)[CH2:27][CH2:26]1)[C:3]([N:5]1[CH2:10][CH2:9][CH:8]([NH:11][C:12]2[CH:19]=[CH:18][C:15]([C:16]#[N:17])=[C:14]([C:20]([F:23])([F:22])[F:21])[CH:13]=2)[CH2:7][CH2:6]1)=O.COC1C=CC(P2(SP(C3C=CC(OC)=CC=3)(=S)S2)=[S:50])=CC=1. (3) The reactants are: [CH3:1][N:2]([CH3:23])[C:3](=[O:22])[CH2:4][CH2:5][N:6]1[C:18]2[C:17]3[CH:16]=[CH:15][CH:14]=[CH:13][C:12]=3[N:11]=[CH:10][C:9]=2[N:8]=[C:7]1[CH2:19][CH2:20][CH3:21].C1C=C(Cl)C=C(C(OO)=O)C=1.C1(S(Cl)(=O)=O)C=CC=CC=1.[OH-].[NH4+:46]. Given the product [NH2:46][C:10]1[C:9]2[N:8]=[C:7]([CH2:19][CH2:20][CH3:21])[N:6]([CH2:5][CH2:4][C:3]([N:2]([CH3:1])[CH3:23])=[O:22])[C:18]=2[C:17]2[CH:16]=[CH:15][CH:14]=[CH:13][C:12]=2[N:11]=1, predict the reactants needed to synthesize it. (4) Given the product [CH2:2]([O:4][C:5](=[O:28])[C@@H:6]([NH:27][C:36](=[O:43])[C:37]1[CH:42]=[CH:41][CH:40]=[CH:39][CH:38]=1)[CH2:7][NH2:8])[CH3:3], predict the reactants needed to synthesize it. The reactants are: Cl.[CH2:2]([O:4][C:5](=[O:28])[C@@H:6]([NH2:27])[CH2:7][NH:8]C([C@@H]1CCCN(C(OCC2C=CC=CC=2)=O)C1)=O)[CH3:3].C(N(CC)CC)C.[C:36](Cl)(=[O:43])[C:37]1[CH:42]=[CH:41][CH:40]=[CH:39][CH:38]=1.O. (5) Given the product [P:1]([OH:3])([OH:8])([O:13][CH2:14][C@@H:15]1[CH2:19][CH2:18][CH2:17][N:16]1[CH2:20][CH2:21][CH2:22][O:23][C:24]1[CH:33]=[C:32]2[C:27]([C:28]([NH:34][C:35]3[S:36][C:37]([CH2:40][C:41]([NH:43][C:44]4[CH:49]=[CH:48][C:47]([F:50])=[C:46]([F:51])[CH:45]=4)=[O:42])=[CH:38][N:39]=3)=[N:29][CH:30]=[N:31]2)=[CH:26][C:25]=1[O:52][CH3:53])=[O:2], predict the reactants needed to synthesize it. The reactants are: [P:1]([O:13][CH2:14][C@@H:15]1[CH2:19][CH2:18][CH2:17][N:16]1[CH2:20][CH2:21][CH2:22][O:23][C:24]1[CH:33]=[C:32]2[C:27]([C:28]([NH:34][C:35]3[S:36][C:37]([CH2:40][C:41]([NH:43][C:44]4[CH:49]=[CH:48][C:47]([F:50])=[C:46]([F:51])[CH:45]=4)=[O:42])=[CH:38][N:39]=3)=[N:29][CH:30]=[N:31]2)=[CH:26][C:25]=1[O:52][CH3:53])([O:8]C(C)(C)C)([O:3]C(C)(C)C)=[O:2].Cl. (6) Given the product [CH3:1][O:2][C:3]1[CH:4]=[C:5]2[C:10](=[CH:11][C:12]=1[O:13][CH3:14])[C:9]1=[C:15]([C:16]([O:18][CH2:19][CH3:20])=[O:17])[C:27]([C:26]3[CH:29]=[CH:30][CH:31]=[C:24]([N+:21]([O-:23])=[O:22])[CH:25]=3)=[C:35]([CH3:36])[N:8]1[CH2:7][CH2:6]2, predict the reactants needed to synthesize it. The reactants are: [CH3:1][O:2][C:3]1[CH:4]=[C:5]2[C:10](=[CH:11][C:12]=1[O:13][CH3:14])[C:9](=[CH:15][C:16]([O:18][CH2:19][CH3:20])=[O:17])[NH:8][CH2:7][CH2:6]2.[N+:21]([C:24]1[CH:25]=[C:26]([CH:29]=[CH:30][CH:31]=1)[CH:27]=O)([O-:23])=[O:22].[N+]([CH2:35][CH3:36])([O-])=O. (7) Given the product [Cl:1][C:2]1[C:7]([Cl:8])=[CH:6][CH:5]=[CH:4][C:3]=1[CH2:9][S:10]([C:13]1[CH:14]=[C:15]2[C:19](=[CH:20][CH:21]=1)[NH:18][C:17](=[O:22])/[C:16]/2=[CH:23]\[C:24]1[NH:28][C:27]([CH3:29])=[C:26]([C:30]([N:38]2[CH2:39][CH2:40][N:35]([CH3:34])[CH2:36][CH2:37]2)=[O:31])[C:25]=1[CH3:33])(=[O:12])=[O:11], predict the reactants needed to synthesize it. The reactants are: [Cl:1][C:2]1[C:7]([Cl:8])=[CH:6][CH:5]=[CH:4][C:3]=1[CH2:9][S:10]([C:13]1[CH:14]=[C:15]2[C:19](=[CH:20][CH:21]=1)[NH:18][C:17](=[O:22])/[C:16]/2=[CH:23]\[C:24]1[NH:28][C:27]([CH3:29])=[C:26]([C:30](O)=[O:31])[C:25]=1[CH3:33])(=[O:12])=[O:11].[CH3:34][N:35]1[CH2:40][CH2:39][NH:38][CH2:37][CH2:36]1.C1C=CC2N(O)N=NC=2C=1.CCN=C=NCCCN(C)C.Cl.